From a dataset of Full USPTO retrosynthesis dataset with 1.9M reactions from patents (1976-2016). Predict the reactants needed to synthesize the given product. (1) The reactants are: Br[C:2]1[CH:3]=[C:4]([NH:10][C:11]2[CH:16]=[CH:15][N:14]=[CH:13][N:12]=2)[C:5](=[O:9])[N:6]([CH3:8])[CH:7]=1.[CH3:17][C:18]1([CH3:34])[C:22]([CH3:24])([CH3:23])[O:21][B:20]([B:20]2[O:21][C:22]([CH3:24])([CH3:23])[C:18]([CH3:34])([CH3:17])[O:19]2)[O:19]1.C([O-])(=O)C.[K+].ClCCl. Given the product [CH3:8][N:6]1[CH:7]=[C:2]([B:20]2[O:21][C:22]([CH3:24])([CH3:23])[C:18]([CH3:34])([CH3:17])[O:19]2)[CH:3]=[C:4]([NH:10][C:11]2[CH:16]=[CH:15][N:14]=[CH:13][N:12]=2)[C:5]1=[O:9], predict the reactants needed to synthesize it. (2) Given the product [Cl:1][C:2]1[CH:23]=[CH:22][C:5]2[N:6]([CH2:25][C:26]3[CH:31]=[CH:30][C:29]([O:32][CH3:33])=[CH:28][CH:27]=3)[C:7](=[O:21])[CH:8]([CH2:12][CH2:13][C:14]3[CH:19]=[CH:18][CH:17]=[CH:16][C:15]=3[Cl:20])[NH:9][C:10](=[O:11])[C:4]=2[CH:3]=1, predict the reactants needed to synthesize it. The reactants are: [Cl:1][C:2]1[CH:23]=[CH:22][C:5]2[NH:6][C:7](=[O:21])[CH:8]([CH2:12][CH2:13][C:14]3[CH:19]=[CH:18][CH:17]=[CH:16][C:15]=3[Cl:20])[NH:9][C:10](=[O:11])[C:4]=2[CH:3]=1.Cl[CH2:25][C:26]1[CH:31]=[CH:30][C:29]([O:32][CH3:33])=[CH:28][CH:27]=1.C(=O)([O-])[O-].[K+].[K+].O. (3) Given the product [CH3:44][NH:40][C:35](=[O:37])[CH2:34][CH:31]1[S:30][C:29]([C:17]2[NH:18][C:19]3[C:15]([CH:16]=2)=[CH:14][C:13]([O:12][C:9]2[CH:10]=[N:11][C:6]([CH2:5][S:2]([CH3:1])(=[O:4])=[O:3])=[CH:7][CH:8]=2)=[CH:21][C:20]=3[O:22][CH:23]2[CH2:24][CH2:25][O:26][CH2:27][CH2:28]2)=[N:33][CH2:32]1, predict the reactants needed to synthesize it. The reactants are: [CH3:1][S:2]([CH2:5][C:6]1[N:11]=[CH:10][C:9]([O:12][C:13]2[CH:14]=[C:15]3[C:19](=[C:20]([O:22][CH:23]4[CH2:28][CH2:27][O:26][CH2:25][CH2:24]4)[CH:21]=2)[NH:18][C:17]([C:29]2[S:30][CH:31]([CH2:34][C:35]([OH:37])=O)[CH2:32][N:33]=2)=[CH:16]3)=[CH:8][CH:7]=1)(=[O:4])=[O:3].O.O[N:40]1[C:44]2C=CC=CC=2N=N1.Cl.C(N=C=NCCCN(C)C)C.Cl.CN.